The task is: Binary Classification. Given a drug SMILES string, predict its activity (active/inactive) in a high-throughput screening assay against a specified biological target.. This data is from Tyrosyl-DNA phosphodiesterase HTS with 341,365 compounds. (1) The molecule is S(=O)(=O)(N1CC(CC(C1)C)C)c1ccc(C(C)(C)C)cc1. The result is 0 (inactive). (2) The compound is Clc1cc(NC(=O)CSc2oc(nn2)CCNC(OC(C)(C)C)=O)ccc1. The result is 0 (inactive). (3) The drug is s1c(NC(OCCCC)=O)nnc1/C=C\c1ccc(OC)cc1. The result is 0 (inactive). (4) The drug is O=C(N1CCN(CC1)c1nc(nc(OC)n1)NCCOCCOCCOCC#C)C(n1nnc(c1)C(N)CO)CCC(O)=O. The result is 0 (inactive). (5) The compound is OCC1(CCN(CC1)Cc1c(OC)c(OC)ccc1)Cc1ccc(OC)cc1. The result is 0 (inactive). (6) The drug is Clc1ccc(CCNC(=O)c2ccc(NC(=O)N3CC(Sc4c3cccc4)C)cc2)cc1. The result is 0 (inactive). (7) The compound is Fc1ccc(C(=O)N2CCC(CC2)C(=O)c2cc3OCCOc3cc2)cc1. The result is 0 (inactive).